From a dataset of NCI-60 drug combinations with 297,098 pairs across 59 cell lines. Regression. Given two drug SMILES strings and cell line genomic features, predict the synergy score measuring deviation from expected non-interaction effect. (1) Drug 1: C1=CC(=CC=C1CCCC(=O)O)N(CCCl)CCCl. Drug 2: C1C(C(OC1N2C=NC(=NC2=O)N)CO)O. Cell line: EKVX. Synergy scores: CSS=0.240, Synergy_ZIP=-4.41, Synergy_Bliss=-2.99, Synergy_Loewe=-4.34, Synergy_HSA=-3.19. (2) Drug 1: CC1CC(C(C(C=C(C(C(C=CC=C(C(=O)NC2=CC(=O)C(=C(C1)C2=O)OC)C)OC)OC(=O)N)C)C)O)OC. Drug 2: CC(C)(C#N)C1=CC=C(C=C1)N2C3=C4C=C(C=CC4=NC=C3N(C2=O)C)C5=CC6=CC=CC=C6N=C5. Cell line: NCI-H460. Synergy scores: CSS=83.9, Synergy_ZIP=7.84, Synergy_Bliss=4.25, Synergy_Loewe=3.55, Synergy_HSA=6.94. (3) Drug 1: CCCS(=O)(=O)NC1=C(C(=C(C=C1)F)C(=O)C2=CNC3=C2C=C(C=N3)C4=CC=C(C=C4)Cl)F. Drug 2: CCC1=CC2CC(C3=C(CN(C2)C1)C4=CC=CC=C4N3)(C5=C(C=C6C(=C5)C78CCN9C7C(C=CC9)(C(C(C8N6C)(C(=O)OC)O)OC(=O)C)CC)OC)C(=O)OC.C(C(C(=O)O)O)(C(=O)O)O. Cell line: ACHN. Synergy scores: CSS=39.9, Synergy_ZIP=-4.96, Synergy_Bliss=0.684, Synergy_Loewe=-6.72, Synergy_HSA=0.892. (4) Drug 1: COC1=C(C=C2C(=C1)N=CN=C2NC3=CC(=C(C=C3)F)Cl)OCCCN4CCOCC4. Drug 2: C1C(C(OC1N2C=C(C(=O)NC2=O)F)CO)O. Cell line: UACC62. Synergy scores: CSS=27.1, Synergy_ZIP=-12.9, Synergy_Bliss=-7.08, Synergy_Loewe=-3.42, Synergy_HSA=-1.59. (5) Drug 1: C1=NNC2=C1C(=O)NC=N2. Drug 2: CC1CCCC2(C(O2)CC(NC(=O)CC(C(C(=O)C(C1O)C)(C)C)O)C(=CC3=CSC(=N3)C)C)C. Cell line: TK-10. Synergy scores: CSS=30.7, Synergy_ZIP=0.689, Synergy_Bliss=0.0136, Synergy_Loewe=-16.9, Synergy_HSA=0.128. (6) Drug 1: CC12CCC(CC1=CCC3C2CCC4(C3CC=C4C5=CN=CC=C5)C)O. Drug 2: CC=C1C(=O)NC(C(=O)OC2CC(=O)NC(C(=O)NC(CSSCCC=C2)C(=O)N1)C(C)C)C(C)C. Cell line: DU-145. Synergy scores: CSS=12.4, Synergy_ZIP=-1.61, Synergy_Bliss=-3.52, Synergy_Loewe=-48.0, Synergy_HSA=-4.21. (7) Drug 1: CCC1=CC2CC(C3=C(CN(C2)C1)C4=CC=CC=C4N3)(C5=C(C=C6C(=C5)C78CCN9C7C(C=CC9)(C(C(C8N6C)(C(=O)OC)O)OC(=O)C)CC)OC)C(=O)OC.C(C(C(=O)O)O)(C(=O)O)O. Drug 2: C1C(C(OC1N2C=NC3=C2NC=NCC3O)CO)O. Cell line: RXF 393. Synergy scores: CSS=20.0, Synergy_ZIP=-13.0, Synergy_Bliss=-6.88, Synergy_Loewe=-4.29, Synergy_HSA=-3.61. (8) Drug 1: C1=NC(=NC(=O)N1C2C(C(C(O2)CO)O)O)N. Drug 2: C1CN(CCN1C(=O)CCBr)C(=O)CCBr. Cell line: A498. Synergy scores: CSS=10.6, Synergy_ZIP=-5.21, Synergy_Bliss=-3.29, Synergy_Loewe=-0.821, Synergy_HSA=-0.617.